Dataset: Full USPTO retrosynthesis dataset with 1.9M reactions from patents (1976-2016). Task: Predict the reactants needed to synthesize the given product. (1) Given the product [C:1]([O:5][C:6](=[O:30])[NH:7][CH2:8][CH2:9][CH2:10][C:11]1([C:12]2[CH:17]=[CH:16][CH:15]=[CH:14][CH:13]=2)[N:18]([C:31](=[O:35])[CH:32]([CH3:34])[CH3:33])[N:19]=[C:20]([C:21]2[CH:26]=[C:25]([F:27])[CH:24]=[CH:23][C:22]=2[F:28])[O:29]1)([CH3:4])([CH3:2])[CH3:3], predict the reactants needed to synthesize it. The reactants are: [C:1]([O:5][C:6](=[O:30])[NH:7][CH2:8][CH2:9][CH2:10][C:11](=[N:18][NH:19][C:20](=[O:29])[C:21]1[CH:26]=[C:25]([F:27])[CH:24]=[CH:23][C:22]=1[F:28])[C:12]1[CH:17]=[CH:16][CH:15]=[CH:14][CH:13]=1)([CH3:4])([CH3:3])[CH3:2].[C:31](O[C:31](=[O:35])[CH:32]([CH3:34])[CH3:33])(=[O:35])[CH:32]([CH3:34])[CH3:33]. (2) Given the product [O:25]1[C:22]2[CH:23]=[CH:24][CH:19]=[CH:20][C:21]=2[N:26]=[CH:28]1, predict the reactants needed to synthesize it. The reactants are: [NH2:26][C:21]1[CH:20]=[C:19](C23CC4CC(CC([C:19]5[CH:24]=[CH:23][C:22]([OH:25])=[C:21]([NH2:26])[CH:20]=5)(C4)C2)C3)[CH:24]=[CH:23][C:22]=1[OH:25].N1C=CC=C[CH:28]=1.C1(C#CC2C=C(C(Cl)=O)C=C(C=2)C(Cl)=O)C=CC=CC=1.O. (3) Given the product [NH2:1][C:2]1[C:9]([Cl:10])=[C:8]([CH:11]2[CH2:16][CH2:15][N:14]([C:24]([O:26][C:27]([CH3:30])([CH3:29])[CH3:28])=[O:25])[CH2:13][CH2:12]2)[CH:7]=[C:4]([C:5]#[N:6])[CH:3]=1, predict the reactants needed to synthesize it. The reactants are: [NH2:1][C:2]1[CH:3]=[C:4]([CH:7]=[C:8]([CH:11]2[CH2:16][CH2:15][NH:14][CH2:13][CH2:12]2)[C:9]=1[Cl:10])[C:5]#[N:6].CCN(CC)CC.[C:24](O[C:24]([O:26][C:27]([CH3:30])([CH3:29])[CH3:28])=[O:25])([O:26][C:27]([CH3:30])([CH3:29])[CH3:28])=[O:25]. (4) Given the product [CH3:19][O:18][C:15]1[CH:16]=[CH:17][C:12]([C:7]2[C:6](=[O:20])[C:5]3[C:10](=[CH:11][C:2]([O:1][CH2:21][CH:23]4[CH2:24][O:25]4)=[CH:3][CH:4]=3)[O:9][CH:8]=2)=[CH:13][CH:14]=1, predict the reactants needed to synthesize it. The reactants are: [OH:1][C:2]1[CH:11]=[C:10]2[C:5]([C:6](=[O:20])[C:7]([C:12]3[CH:17]=[CH:16][C:15]([O:18][CH3:19])=[CH:14][CH:13]=3)=[CH:8][O:9]2)=[CH:4][CH:3]=1.[CH2:21]([CH:23]1[O:25][CH2:24]1)Cl.C(=O)([O-])[O-].[K+].[K+]. (5) Given the product [Cl:17][C:12]1[C:13](=[O:16])[N:14]([CH3:15])[C:7]2[C:6]([C:27]3[CH:28]=[C:29]([NH:33][C:34](=[O:36])[CH3:35])[CH:30]=[CH:31][CH:32]=3)=[N:5][N:38]([CH2:39][CH:40]([OH:41])[CH2:49][OH:48])[C:43](=[O:50])[C:42]=2[C:11]=1[NH:18][C:19]1[CH:24]=[CH:23][C:22]([I:25])=[CH:21][C:20]=1[F:26], predict the reactants needed to synthesize it. The reactants are: C(N1C(=O)C2[C:11]([NH:18][C:19]3[CH:24]=[CH:23][C:22]([I:25])=[CH:21][C:20]=3[F:26])=[C:12]([Cl:17])[C:13](=[O:16])[N:14]([CH3:15])[C:7]=2[C:6]([C:27]2[CH:28]=[C:29]([NH:33][C:34](=[O:36])[CH3:35])[CH:30]=[CH:31][CH:32]=2)=[N:5]1)C=C.C[N+:38]1([O-])[CH2:43][CH2:42][O:41][CH2:40][CH2:39]1.C1[CH2:49][O:48]CC1.[OH2:50]. (6) Given the product [CH3:1][O:2][C:3]1[CH:8]=[CH:7][N:6]=[C:5]([CH2:9][CH2:10][C:11]2[NH:20][C:14]3=[N:15][CH:16]=[C:17]([C:26]4[CH:27]=[CH:28][C:23]([C:22]([F:33])([F:32])[F:21])=[CH:24][CH:25]=4)[CH:18]=[C:13]3[N:12]=2)[CH:4]=1, predict the reactants needed to synthesize it. The reactants are: [CH3:1][O:2][C:3]1[CH:8]=[CH:7][N:6]=[C:5]([CH2:9][CH2:10][C:11]2[NH:20][C:14]3=[N:15][CH:16]=[C:17](Br)[CH:18]=[C:13]3[N:12]=2)[CH:4]=1.[F:21][C:22]([F:33])([F:32])[C:23]1[CH:28]=[CH:27][C:26](B(O)O)=[CH:25][CH:24]=1.C(=O)([O-])[O-].[K+].[K+].[Cl-].[Li+]. (7) Given the product [CH:1]1([OH:7])[CH2:6][CH2:5][CH2:4][CH2:3][CH2:2]1.[C:1]1(=[O:7])[CH2:6][CH2:5][CH2:4][CH2:3][CH2:2]1, predict the reactants needed to synthesize it. The reactants are: [CH2:1]1[CH2:6][CH2:5][CH2:4][CH2:3][CH2:2]1.[OH2:7].